From a dataset of Reaction yield outcomes from USPTO patents with 853,638 reactions. Predict the reaction yield, written as a fraction of the theoretical maximum amount of product (1.0 means a 100% yield; for example, 0.34 means a 34% yield). (1) The reactants are [OH-].[Li+].[Br:3][C:4]1[N:5]([C:15]2[C:24]3[C:19](=[CH:20][CH:21]=[CH:22][CH:23]=3)[C:18]([CH:25]3[CH2:27][CH2:26]3)=[CH:17][CH:16]=2)[C:6]([S:9][CH2:10][C:11]([O:13]C)=[O:12])=[N:7][N:8]=1.Cl. The catalyst is O.C(O)C.C1COCC1. The product is [Br:3][C:4]1[N:5]([C:15]2[C:24]3[C:19](=[CH:20][CH:21]=[CH:22][CH:23]=3)[C:18]([CH:25]3[CH2:27][CH2:26]3)=[CH:17][CH:16]=2)[C:6]([S:9][CH2:10][C:11]([OH:13])=[O:12])=[N:7][N:8]=1. The yield is 0.930. (2) The reactants are [N:1]1[CH:6]=[CH:5][CH:4]=[CH:3][C:2]=1[C:7]1[N:11]=[C:10]([C:12]2[CH:17]=[C:16](Br)[CH:15]=[CH:14][C:13]=2[O:19][CH3:20])[O:9][N:8]=1. The catalyst is O1CCCC1.C1C=CC([P]([Pd]([P](C2C=CC=CC=2)(C2C=CC=CC=2)C2C=CC=CC=2)([P](C2C=CC=CC=2)(C2C=CC=CC=2)C2C=CC=CC=2)[P](C2C=CC=CC=2)(C2C=CC=CC=2)C2C=CC=CC=2)(C2C=CC=CC=2)C2C=CC=CC=2)=CC=1. The product is [N:1]1[CH:6]=[CH:5][CH:4]=[CH:3][C:2]=1[C:7]1[N:11]=[C:10]([C:12]2[CH:17]=[C:16]([C:2]3[CH:3]=[CH:4][CH:5]=[CH:6][N:1]=3)[CH:15]=[CH:14][C:13]=2[O:19][CH3:20])[O:9][N:8]=1. The yield is 0.130. (3) The reactants are [CH2:1]([N:3]1[C:7]([C:8]([OH:10])=O)=[CH:6][CH:5]=[N:4]1)[CH3:2].O1CCCC1.C(Cl)(=O)C(Cl)=O.[NH2:22][C:23]1[CH:24]=[C:25]([CH:42]=[CH:43][C:44]=1[F:45])[O:26][C:27]1[CH:28]=[CH:29][C:30]2[N:31]([CH:33]=[C:34]([NH:36][C:37]([CH:39]3[CH2:41][CH2:40]3)=[O:38])[N:35]=2)[N:32]=1. The catalyst is CN(C)C=O.CN1CCCC1=O. The yield is 0.530. The product is [CH:39]1([C:37]([NH:36][C:34]2[N:35]=[C:30]3[CH:29]=[CH:28][C:27]([O:26][C:25]4[CH:42]=[CH:43][C:44]([F:45])=[C:23]([NH:22][C:8]([C:7]5[N:3]([CH2:1][CH3:2])[N:4]=[CH:5][CH:6]=5)=[O:10])[CH:24]=4)=[N:32][N:31]3[CH:33]=2)=[O:38])[CH2:40][CH2:41]1. (4) The reactants are C([N:4]1[C:12]2[C:7](=[CH:8][C:9]([C:13](Cl)=[O:14])=[CH:10][CH:11]=2)[C:6]([C:16]2[CH:21]=[CH:20][C:19]([F:22])=[CH:18][CH:17]=2)=[N:5]1)(=O)C.[OH-].[NH4+:24].O. The catalyst is C(Cl)Cl. The product is [F:22][C:19]1[CH:20]=[CH:21][C:16]([C:6]2[C:7]3[C:12](=[CH:11][CH:10]=[C:9]([C:13]([NH2:24])=[O:14])[CH:8]=3)[NH:4][N:5]=2)=[CH:17][CH:18]=1. The yield is 0.720.